Dataset: Peptide-MHC class I binding affinity with 185,985 pairs from IEDB/IMGT. Task: Regression. Given a peptide amino acid sequence and an MHC pseudo amino acid sequence, predict their binding affinity value. This is MHC class I binding data. (1) The peptide sequence is LLLAVAVYA. The MHC is HLA-A02:01 with pseudo-sequence HLA-A02:01. The binding affinity (normalized) is 0.581. (2) The peptide sequence is YPNSSDLDM. The MHC is HLA-B54:01 with pseudo-sequence HLA-B54:01. The binding affinity (normalized) is 0.